Dataset: Catalyst prediction with 721,799 reactions and 888 catalyst types from USPTO. Task: Predict which catalyst facilitates the given reaction. (1) Reactant: [NH2:1][C:2]1[CH:19]=[CH:18][C:17]([Cl:20])=[CH:16][C:3]=1[O:4][C:5]1[CH:10]=[CH:9][C:8]([C:11](=[NH:14])[NH:12][OH:13])=[CH:7][C:6]=1[Cl:15].[C:21](Cl)(=[O:23])[CH3:22].N1C=CC=[CH:27][CH:26]=1. Product: [Cl:20][C:17]1[CH:18]=[CH:19][C:2]([NH:1][C:21](=[O:23])[CH3:22])=[C:3]([O:4][C:5]2[CH:10]=[CH:9][C:8]([C:11]3[N:14]=[C:26]([CH3:27])[O:13][N:12]=3)=[CH:7][C:6]=2[Cl:15])[CH:16]=1. The catalyst class is: 33. (2) Reactant: [NH2:1][C:2]1[S:3][C:4]2[C:9]([N:10]=1)=[CH:8][CH:7]=[C:6]([O:11][C:12]1[CH:13]=[C:14]([NH:20][C:21](=[O:33])[C:22]3[CH:27]=[CH:26][CH:25]=[C:24]([C:28]([C:31]#[N:32])([CH3:30])[CH3:29])[CH:23]=3)[CH:15]=[CH:16][C:17]=1[CH2:18][CH3:19])[N:5]=2.[CH:34]1([C:37](Cl)=[O:38])[CH2:36][CH2:35]1. Product: [C:31]([C:28]([C:24]1[CH:23]=[C:22]([CH:27]=[CH:26][CH:25]=1)[C:21]([NH:20][C:14]1[CH:15]=[CH:16][C:17]([CH2:18][CH3:19])=[C:12]([O:11][C:6]2[N:5]=[C:4]3[S:3][C:2]([NH:1][C:37]([CH:34]4[CH2:36][CH2:35]4)=[O:38])=[N:10][C:9]3=[CH:8][CH:7]=2)[CH:13]=1)=[O:33])([CH3:30])[CH3:29])#[N:32]. The catalyst class is: 17. (3) Reactant: [OH-].[Na+].[C:3]([C:5]1[CH:6]=[C:7]([C:15]2[O:19][N:18]=[C:17]([C:20]3[C:21]([CH2:34][CH3:35])=[C:22]([CH2:26][CH2:27][CH2:28][C:29]([O:31]CC)=[O:30])[CH:23]=[CH:24][CH:25]=3)[N:16]=2)[CH:8]=[CH:9][C:10]=1[O:11][CH:12]([CH3:14])[CH3:13])#[N:4].Cl. Product: [C:3]([C:5]1[CH:6]=[C:7]([C:15]2[O:19][N:18]=[C:17]([C:20]3[C:21]([CH2:34][CH3:35])=[C:22]([CH2:26][CH2:27][CH2:28][C:29]([OH:31])=[O:30])[CH:23]=[CH:24][CH:25]=3)[N:16]=2)[CH:8]=[CH:9][C:10]=1[O:11][CH:12]([CH3:14])[CH3:13])#[N:4]. The catalyst class is: 378. (4) Reactant: C([NH:5][C:6]([NH:8][CH2:9][CH2:10][N:11]1[CH2:17][CH2:16][CH2:15][CH2:14][C:13]([CH2:26][CH3:27])([C:18]2[CH:23]=[CH:22][CH:21]=[C:20]([O:24][CH3:25])[CH:19]=2)[C:12]1=[O:28])=[O:7])(C)(C)C.C(O)(C(F)(F)F)=O. Product: [CH2:26]([C:13]1([C:18]2[CH:23]=[CH:22][CH:21]=[C:20]([O:24][CH3:25])[CH:19]=2)[CH2:14][CH2:15][CH2:16][CH2:17][N:11]([CH2:10][CH2:9][NH:8][C:6]([NH2:5])=[O:7])[C:12]1=[O:28])[CH3:27]. The catalyst class is: 2. (5) Reactant: [OH:1][C:2]1[CH:3]=[CH:4][C:5]([N+:10]([O-:12])=[O:11])=[C:6]([CH:9]=1)[CH:7]=[O:8].[C:13](=O)([O-])[O-].[Cs+].[Cs+].IC. Product: [CH3:13][O:1][C:2]1[CH:3]=[CH:4][C:5]([N+:10]([O-:12])=[O:11])=[C:6]([CH:9]=1)[CH:7]=[O:8]. The catalyst class is: 39. (6) Reactant: [C:1]([N:5]1[C:9]([C:10]2[CH:15]=[CH:14][CH:13]=[CH:12][CH:11]=2)=[CH:8][C:7]([C:16](OCC)=[O:17])=[N:6]1)([CH3:4])([CH3:3])[CH3:2].CC(OI1(OC(C)=O)(OC(C)=O)OC(=O)C2C=CC=CC1=2)=O. Product: [C:1]([N:5]1[C:9]([C:10]2[CH:11]=[CH:12][CH:13]=[CH:14][CH:15]=2)=[CH:8][C:7]([CH:16]=[O:17])=[N:6]1)([CH3:4])([CH3:3])[CH3:2]. The catalyst class is: 4. (7) Reactant: [F:1][C:2]1[CH:9]=[C:8]([S:10][C:11]([F:14])([F:13])[F:12])[C:7]([F:15])=[CH:6][C:3]=1[NH:4][CH3:5].[F:16][C:17]1[CH:27]=[CH:26][CH:25]=[C:24]([F:28])[C:18]=1[C:19]([N:21]=[C:22]=[O:23])=[O:20].CCCCCC. Product: [F:16][C:17]1[CH:27]=[CH:26][CH:25]=[C:24]([F:28])[C:18]=1[C:19]([NH:21][C:22](=[O:23])[N:4]([C:3]1[CH:6]=[C:7]([F:15])[C:8]([S:10][C:11]([F:14])([F:13])[F:12])=[CH:9][C:2]=1[F:1])[CH3:5])=[O:20]. The catalyst class is: 27.